This data is from Catalyst prediction with 721,799 reactions and 888 catalyst types from USPTO. The task is: Predict which catalyst facilitates the given reaction. (1) Reactant: [Cl:1][C:2]1[CH:7]=[CH:6][C:5]([N:8]2[CH:12]=[CH:11][N:10]([C:13]3[CH:14]=[N:15][N:16]([C@@H:18]([C@:20]([C:28]4[CH:33]=[CH:32][C:31]([F:34])=[CH:30][C:29]=4[F:35])([OH:27])[CH2:21][N:22]4[CH:26]=[N:25][CH:24]=[N:23]4)[CH3:19])[CH:17]=3)[C:9]2=[O:36])=[CH:4][CH:3]=1. Product: [Cl:1][C:2]1[CH:7]=[CH:6][C:5]([N:8]2[CH2:12][CH2:11][N:10]([C:13]3[CH:14]=[N:15][N:16]([C@@H:18]([C@:20]([C:28]4[CH:33]=[CH:32][C:31]([F:34])=[CH:30][C:29]=4[F:35])([OH:27])[CH2:21][N:22]4[CH:26]=[N:25][CH:24]=[N:23]4)[CH3:19])[CH:17]=3)[C:9]2=[O:36])=[CH:4][CH:3]=1. The catalyst class is: 285. (2) Reactant: [C:1]([C:3]1[C:4]([C:18]2[CH:23]=[CH:22][C:21]([N+:24]([O-:26])=[O:25])=[CH:20][CH:19]=2)=[N:5][S:6][C:7]=1[NH:8][C:9](=[O:17])OC1C=CC=CC=1)#[N:2].[CH3:27][O:28][CH2:29][CH2:30][CH2:31][NH2:32]. Product: [C:1]([C:3]1[C:4]([C:18]2[CH:19]=[CH:20][C:21]([N+:24]([O-:26])=[O:25])=[CH:22][CH:23]=2)=[N:5][S:6][C:7]=1[NH:8][C:9]([NH:32][CH2:31][CH2:30][CH2:29][O:28][CH3:27])=[O:17])#[N:2]. The catalyst class is: 12. (3) Reactant: C(OC(=O)[NH:7][CH2:8][CH2:9][C:10]1[CH:15]=[CH:14][C:13]([O:16][C:17]2[CH:22]=[CH:21][C:20]([Cl:23])=[CH:19][CH:18]=2)=[CH:12][CH:11]=1)(C)(C)C.C(O)(C(F)(F)F)=O. Product: [Cl:23][C:20]1[CH:21]=[CH:22][C:17]([O:16][C:13]2[CH:14]=[CH:15][C:10]([CH2:9][CH2:8][NH2:7])=[CH:11][CH:12]=2)=[CH:18][CH:19]=1. The catalyst class is: 2. (4) Product: [CH:24]1([NH:27][C:28]([NH:23][C:20]2[CH:21]=[CH:22][C:17]([C:13]3[CH:14]=[C:15]4[C:10](=[CH:11][CH:12]=3)[N:9]=[CH:8][C:7]([N:1]3[CH2:2][CH2:3][O:4][CH2:5][CH2:6]3)=[N:16]4)=[CH:18][CH:19]=2)=[O:29])[CH2:26][CH2:25]1. Reactant: [N:1]1([C:7]2[CH:8]=[N:9][C:10]3[C:15]([N:16]=2)=[CH:14][C:13]([C:17]2[CH:22]=[CH:21][C:20]([NH2:23])=[CH:19][CH:18]=2)=[CH:12][CH:11]=3)[CH2:6][CH2:5][O:4][CH2:3][CH2:2]1.[CH:24]1([N:27]=[C:28]=[O:29])[CH2:26][CH2:25]1. The catalyst class is: 4. (5) Reactant: [N:1]1[CH:6]=[CH:5][CH:4]=[CH:3][C:2]=1[O:7][CH:8]1[CH2:13][CH2:12][N:11](C(OC(C)(C)C)=O)[CH2:10][CH2:9]1.[ClH:21]. Product: [ClH:21].[ClH:21].[NH:11]1[CH2:12][CH2:13][CH:8]([O:7][C:2]2[CH:3]=[CH:4][CH:5]=[CH:6][N:1]=2)[CH2:9][CH2:10]1. The catalyst class is: 12.